From a dataset of NCI-60 drug combinations with 297,098 pairs across 59 cell lines. Regression. Given two drug SMILES strings and cell line genomic features, predict the synergy score measuring deviation from expected non-interaction effect. Drug 1: CC1=C2C(C(=O)C3(C(CC4C(C3C(C(C2(C)C)(CC1OC(=O)C(C(C5=CC=CC=C5)NC(=O)OC(C)(C)C)O)O)OC(=O)C6=CC=CC=C6)(CO4)OC(=O)C)OC)C)OC. Drug 2: C1CN1P(=S)(N2CC2)N3CC3. Cell line: ACHN. Synergy scores: CSS=35.8, Synergy_ZIP=-7.11, Synergy_Bliss=-5.51, Synergy_Loewe=-2.71, Synergy_HSA=0.621.